Dataset: Peptide-MHC class II binding affinity with 134,281 pairs from IEDB. Task: Regression. Given a peptide amino acid sequence and an MHC pseudo amino acid sequence, predict their binding affinity value. This is MHC class II binding data. (1) The peptide sequence is DTVAVSGKWYLKAMTA. The MHC is DRB4_0101 with pseudo-sequence DRB4_0103. The binding affinity (normalized) is 0.338. (2) The peptide sequence is INLIIHYVDRPGALG. The MHC is DRB3_0101 with pseudo-sequence DRB3_0101. The binding affinity (normalized) is 0.620.